From a dataset of Catalyst prediction with 721,799 reactions and 888 catalyst types from USPTO. Predict which catalyst facilitates the given reaction. (1) Reactant: C1C(=O)N([Br:8])C(=O)C1.[CH3:9][C:10]1[CH:11]=[CH:12][CH:13]=[C:14]2[C:19]=1[N:18]=[CH:17][CH:16]=[CH:15]2.[OH-].[Na+]. The catalyst class is: 82. Product: [Br:8][C:13]1[CH:12]=[CH:11][C:10]([CH3:9])=[C:19]2[C:14]=1[CH:15]=[CH:16][CH:17]=[N:18]2. (2) Reactant: [NH2:1][C:2]1[CH:10]=[C:9]2[C:5]([CH2:6][C:7](=[O:11])[NH:8]2)=[CH:4][C:3]=1[F:12].N1CCCCC1.Cl[C:20]([CH:22]([O:24][C:25](=[O:27])[CH3:26])[CH3:23])=[O:21]. Product: [F:12][C:3]1[CH:4]=[C:5]2[C:9](=[CH:10][C:2]=1[NH:1][C:20]([CH:22]([O:24][C:25](=[O:27])[CH3:26])[CH3:23])=[O:21])[NH:8][C:7](=[O:11])[CH2:6]2. The catalyst class is: 7. (3) Reactant: [CH3:1][CH:2]([N:4]1[C:12](/[CH:13]=[CH:14]/[C@H:15]([OH:24])[CH2:16][C@H:17]([OH:23])[CH2:18][C:19]([O:21]C)=[O:20])=[C:11]([C:25]2[CH:30]=[CH:29][C:28]([F:31])=[CH:27][CH:26]=2)[C:10]2[C:5]1=[CH:6][CH:7]=[CH:8][CH:9]=2)[CH3:3].O.[OH-].[Na+:34]. Product: [CH3:3][CH:2]([N:4]1[C:12](/[CH:13]=[CH:14]/[CH:15]([OH:24])[CH2:16][CH:17]([OH:23])[CH2:18][C:19]([O-:21])=[O:20])=[C:11]([C:25]2[CH:26]=[CH:27][C:28]([F:31])=[CH:29][CH:30]=2)[C:10]2[CH:9]=[CH:8][CH:7]=[CH:6][C:5]1=2)[CH3:1].[Na+:34]. The catalyst class is: 14.